Dataset: Forward reaction prediction with 1.9M reactions from USPTO patents (1976-2016). Task: Predict the product of the given reaction. (1) Given the reactants C([O:8][N:9]1[C:14](=[O:15])[C:13]2[CH:16]=[C:17]([F:25])[C:18]([N:20]3[CH2:24][CH2:23][CH2:22][CH2:21]3)=[N:19][C:12]=2[N:11]([CH2:26][CH3:27])[C:10]1=[O:28])C1C=CC=CC=1, predict the reaction product. The product is: [CH2:26]([N:11]1[C:12]2[N:19]=[C:18]([N:20]3[CH2:24][CH2:23][CH2:22][CH2:21]3)[C:17]([F:25])=[CH:16][C:13]=2[C:14](=[O:15])[N:9]([OH:8])[C:10]1=[O:28])[CH3:27]. (2) Given the reactants [CH:1]1([NH:7][C:8]2[N:16]=[C:15]([NH:17][C:18]3[CH:23]=[CH:22][C:21]([CH:24]4[CH2:29][CH2:28][NH:27][CH2:26][CH2:25]4)=[CH:20][C:19]=3[O:30][CH3:31])[N:14]=[C:13]3[C:9]=2[N:10]=[CH:11][NH:12]3)[CH2:6][CH2:5][CH2:4][CH2:3][CH2:2]1.CCN(C(C)C)C(C)C.Cl[CH2:42][CH2:43][CH2:44][S:45]([N:48]1[CH2:53][CH2:52][O:51][CH2:50][CH2:49]1)(=[O:47])=[O:46], predict the reaction product. The product is: [CH:1]1([NH:7][C:8]2[N:16]=[C:15]([NH:17][C:18]3[CH:23]=[CH:22][C:21]([CH:24]4[CH2:29][CH2:28][N:27]([CH2:42][CH2:43][CH2:44][S:45]([N:48]5[CH2:53][CH2:52][O:51][CH2:50][CH2:49]5)(=[O:46])=[O:47])[CH2:26][CH2:25]4)=[CH:20][C:19]=3[O:30][CH3:31])[N:14]=[C:13]3[C:9]=2[N:10]=[CH:11][NH:12]3)[CH2:2][CH2:3][CH2:4][CH2:5][CH2:6]1.